This data is from Catalyst prediction with 721,799 reactions and 888 catalyst types from USPTO. The task is: Predict which catalyst facilitates the given reaction. (1) Reactant: [NH2:1][CH2:2][C@H:3]1[C:12]2[C:7](=[C:8]([O:14]C)[C:9]([CH3:13])=[CH:10][CH:11]=2)[CH2:6][C@@H:5]([CH:16]2[CH2:21][CH2:20][N:19]([CH2:22][CH2:23][CH:24]([NH:26][C:27](=[O:35])[C:28]3[CH:33]=[CH:32][C:31]([Cl:34])=[CH:30][CH:29]=3)[CH3:25])[CH2:18][CH2:17]2)[O:4]1.B(Cl)(Cl)[Cl:37]. Product: [ClH:34].[ClH:37].[NH2:1][CH2:2][C@H:3]1[C:12]2[C:7](=[C:8]([OH:14])[C:9]([CH3:13])=[CH:10][CH:11]=2)[CH2:6][C@@H:5]([CH:16]2[CH2:21][CH2:20][N:19]([CH2:22][CH2:23][CH:24]([NH:26][C:27](=[O:35])[C:28]3[CH:33]=[CH:32][C:31]([Cl:34])=[CH:30][CH:29]=3)[CH3:25])[CH2:18][CH2:17]2)[O:4]1. The catalyst class is: 4. (2) Reactant: Cl[C:2]1[CH:7]=[C:6]([N:8]2[CH2:13][CH2:12][N:11]([C:14]3[CH:19]=[CH:18][CH:17]=[CH:16][N:15]=3)[CH2:10][CH2:9]2)[N:5]=[C:4]([N:20]2[CH2:25][CH2:24][O:23][CH2:22][CH2:21]2)[N:3]=1.[F:26][C:27]1[CH:33]=[CH:32][C:30]([NH2:31])=[CH:29][CH:28]=1.CC(C)([O-])C.[K+].C1(P(C2CCCCC2)C2C=CC=CC=2C2C=CC=CC=2)CCCCC1. Product: [F:26][C:27]1[CH:33]=[CH:32][C:30]([NH:31][C:2]2[CH:7]=[C:6]([N:8]3[CH2:13][CH2:12][N:11]([C:14]4[CH:19]=[CH:18][CH:17]=[CH:16][N:15]=4)[CH2:10][CH2:9]3)[N:5]=[C:4]([N:20]3[CH2:25][CH2:24][O:23][CH2:22][CH2:21]3)[N:3]=2)=[CH:29][CH:28]=1. The catalyst class is: 231. (3) Reactant: Cl.[CH2:2]([O:9][C:10]1[CH:21]=[CH:20][CH:19]=[CH:18][C:11]=1[O:12][CH2:13][CH2:14][N:15]([CH3:17])[CH3:16])[C:3]1C=CC=CC=1.C1(=O)OCC[O:23]1.C(=O)([O-])[O-].[K+].[K+]. Product: [CH3:17][N:15]([CH3:16])[CH2:14][CH2:13][O:12][C:11]1[CH:18]=[CH:19][CH:20]=[CH:21][C:10]=1[O:9][CH2:2][CH2:3][OH:23]. The catalyst class is: 3.